From a dataset of Catalyst prediction with 721,799 reactions and 888 catalyst types from USPTO. Predict which catalyst facilitates the given reaction. (1) Reactant: [F:1][C:2]([F:32])([F:31])[C:3]1[CH:4]=[C:5]([CH:24]=[C:25]([C:27]([F:30])([F:29])[F:28])[CH:26]=1)[CH2:6][N:7]([CH2:12][C:13]1[CH:18]=[C:17]([C:19]([F:22])([F:21])[F:20])[CH:16]=[CH:15][C:14]=1I)[C:8](=[O:11])[O:9][CH3:10].CCO.[CH:36]1[C:45]2[C:40](=[CH:41][CH:42]=[CH:43][CH:44]=2)[C:39](B(O)O)=[CH:38][N:37]=1.C(=O)([O-])[O-].[Na+].[Na+]. Product: [F:1][C:2]([F:32])([F:31])[C:3]1[CH:4]=[C:5]([CH:24]=[C:25]([C:27]([F:30])([F:29])[F:28])[CH:26]=1)[CH2:6][N:7]([CH2:12][C:13]1[CH:18]=[C:17]([C:19]([F:22])([F:21])[F:20])[CH:16]=[CH:15][C:14]=1[C:39]1[C:40]2[C:45](=[CH:44][CH:43]=[CH:42][CH:41]=2)[CH:36]=[N:37][CH:38]=1)[C:8](=[O:11])[O:9][CH3:10]. The catalyst class is: 11. (2) Reactant: [NH2:1][C:2]1[CH:7]=[CH:6][C:5]([SH:8])=[CH:4][CH:3]=1.[OH-].[Na+].Cl.Cl[CH2:13][C:14]1[CH:19]=[CH:18][N:17]=[CH:16][CH:15]=1. Product: [N:17]1[CH:18]=[CH:19][C:14]([CH2:13][S:8][C:5]2[CH:6]=[CH:7][C:2]([NH2:1])=[CH:3][CH:4]=2)=[CH:15][CH:16]=1. The catalyst class is: 5.